Dataset: Forward reaction prediction with 1.9M reactions from USPTO patents (1976-2016). Task: Predict the product of the given reaction. Given the reactants [C:1]([O:5][C:6]([N:8]1[C@H:17]([C:18]([OH:20])=[O:19])[CH2:16][C:15]2[C:10](=[CH:11][C:12]([N+:21]([O-:23])=[O:22])=[CH:13][CH:14]=2)[CH2:9]1)=[O:7])([CH3:4])([CH3:3])[CH3:2].[CH3:24][Si](C=[N+]=[N-])(C)C.C(O)(=O)C, predict the reaction product. The product is: [CH3:24][O:19][C:18]([C@@H:17]1[CH2:16][C:15]2[C:10](=[CH:11][C:12]([N+:21]([O-:23])=[O:22])=[CH:13][CH:14]=2)[CH2:9][N:8]1[C:6]([O:5][C:1]([CH3:4])([CH3:2])[CH3:3])=[O:7])=[O:20].